Dataset: Forward reaction prediction with 1.9M reactions from USPTO patents (1976-2016). Task: Predict the product of the given reaction. (1) Given the reactants [CH2:1]([O:3][C:4](=[O:22])[C:5]([CH3:21])([S:17]([CH3:20])(=[O:19])=[O:18])[CH2:6][CH2:7][C:8]1[CH:13]=[CH:12][C:11](B(O)O)=[CH:10][CH:9]=1)[CH3:2].[NH:23]1[CH:27]=[CH:26][CH:25]=[N:24]1.N1C=CC=CC=1, predict the reaction product. The product is: [CH3:21][C:5]([S:17]([CH3:20])(=[O:19])=[O:18])([CH2:6][CH2:7][C:8]1[CH:13]=[CH:12][C:11]([N:23]2[CH:27]=[CH:26][CH:25]=[N:24]2)=[CH:10][CH:9]=1)[C:4]([O:3][CH2:1][CH3:2])=[O:22]. (2) Given the reactants [C:1]1(=[O:9])[CH2:7][CH2:6][CH2:5][CH2:4][C:3](=[O:8])[CH2:2]1.[Br:10]Br, predict the reaction product. The product is: [Br:10][CH:2]1[C:3](=[O:8])[CH2:4][CH2:5][CH2:6][CH2:7][C:1]1=[O:9]. (3) Given the reactants C1(P(C2C=CC=CC=2)C2C=CC3C(=CC=CC=3)C=2C2C3C(=CC=CC=3)C=CC=2P(C2C=CC=CC=2)C2C=CC=CC=2)C=CC=CC=1.C([O-])([O-])=O.[Cs+].[Cs+].[C:53]([N:60]1[CH2:65][CH2:64][NH:63][CH2:62][CH2:61]1)([O:55][C:56]([CH3:59])([CH3:58])[CH3:57])=[O:54].I[C:67]1[CH:68]=[CH:69][CH:70]=[C:71]2[C:76]=1[N:75]=[CH:74][CH:73]=[C:72]2[S:77]([C:80]1[CH:85]=[CH:84][CH:83]=[CH:82][CH:81]=1)(=[O:79])=[O:78], predict the reaction product. The product is: [C:56]([O:55][C:53]([N:60]1[CH2:61][CH2:62][N:63]([C:67]2[CH:68]=[CH:69][CH:70]=[C:71]3[C:76]=2[N:75]=[CH:74][CH:73]=[C:72]3[S:77]([C:80]2[CH:81]=[CH:82][CH:83]=[CH:84][CH:85]=2)(=[O:79])=[O:78])[CH2:64][CH2:65]1)=[O:54])([CH3:59])([CH3:58])[CH3:57]. (4) Given the reactants Cl.[CH:2]1([CH2:8][C@H:9]([C:11]([N:13]2[CH2:18][CH2:17][N:16]([CH:19]3[CH2:24][CH2:23][N:22]([CH3:25])[CH2:21][CH2:20]3)[CH2:15][CH2:14]2)=[O:12])[NH2:10])[CH2:7][CH2:6][CH2:5][CH2:4][CH2:3]1.[Cl:26][C:27]1[CH:28]=[CH:29][C:30]2[CH:34]=[C:33]([C:35](O)=[O:36])[S:32][C:31]=2[CH:38]=1, predict the reaction product. The product is: [ClH:26].[Cl:26][C:27]1[CH:28]=[CH:29][C:30]2[CH:34]=[C:33]([C:35]([NH:10][C@@H:9]([C:11]([N:13]3[CH2:14][CH2:15][N:16]([CH:19]4[CH2:20][CH2:21][N:22]([CH3:25])[CH2:23][CH2:24]4)[CH2:17][CH2:18]3)=[O:12])[CH2:8][CH:2]3[CH2:7][CH2:6][CH2:5][CH2:4][CH2:3]3)=[O:36])[S:32][C:31]=2[CH:38]=1. (5) Given the reactants [N+:1]([C:4]1[CH:5]=[CH:6][C:7]2[O:11][C:10]([C:12]3[CH:17]=[CH:16][C:15]([C:18]4[CH:23]=[C:22]([O:24][CH3:25])[C:21]([O:26][CH3:27])=[C:20]([O:28][CH3:29])[CH:19]=4)=[CH:14][CH:13]=3)=[N:9][C:8]=2[CH:30]=1)([O-])=O.C(OCC)(=O)C, predict the reaction product. The product is: [CH3:25][O:24][C:22]1[CH:23]=[C:18]([C:15]2[CH:16]=[CH:17][C:12]([C:10]3[O:11][C:7]4[CH:6]=[CH:5][C:4]([NH2:1])=[CH:30][C:8]=4[N:9]=3)=[CH:13][CH:14]=2)[CH:19]=[C:20]([O:28][CH3:29])[C:21]=1[O:26][CH3:27].